From a dataset of Hepatocyte clearance measurements from AstraZeneca. Regression/Classification. Given a drug SMILES string, predict its absorption, distribution, metabolism, or excretion properties. Task type varies by dataset: regression for continuous measurements (e.g., permeability, clearance, half-life) or binary classification for categorical outcomes (e.g., BBB penetration, CYP inhibition). For this dataset (clearance_hepatocyte_az), we predict log10(clearance) (log10 of the in vitro intrinsic clearance, CLint, in uL/min per 10^6 hepatocytes; values are censored to the assay range of 3 to 150, which is 0.477 to 2.18 on this log10 scale). (1) The molecule is C[C@@](C(=O)O[C@H]1C[N+]2(CCOCCc3ccccc3)CCC1CC2)(c1ccccc1)N1CCCCC1. The log10(clearance) is 1.89. (2) The drug is COc1cc2cc(-c3ccc(O)cc3O)nc(C)c2cc1OC. The log10(clearance) is 2.18. (3) The molecule is C[C@H]1C[C@H]2[C@@H]3CC[C@](O)(C(=O)CO)[C@@]3(C)C[C@H](O)[C@@H]2[C@@]2(C)C=CC(=O)C=C12. The log10(clearance) is 0.960. (4) The drug is Cc1c(-c2ccc(O)cc2)n(Cc2ccc(OCCN3CCCCCC3)cc2)c2ccc(O)cc12. The log10(clearance) is 1.25. (5) The compound is CN1C(=O)CN=C(c2ccccc2F)c2cc([N+](=O)[O-])ccc21. The log10(clearance) is 0.700. (6) The compound is CN(CCc1ccc(O)c2nc(O)sc12)CCN(C)C(=O)CCOCCc1ccccc1. The log10(clearance) is 2.18.